From a dataset of Reaction yield outcomes from USPTO patents with 853,638 reactions. Predict the reaction yield, written as a fraction of the theoretical maximum amount of product (1.0 means a 100% yield; for example, 0.34 means a 34% yield). (1) The reactants are C(=O)([O-])[O-].[K+].[K+].[NH2:7][C:8]1[C:21]([Cl:22])=[CH:20][C:19]([Cl:23])=[CH:18][C:9]=1[C:10]([N:12]=[S:13]([CH2:16][CH3:17])[CH2:14][CH3:15])=[O:11].[Cl:24][C:25]1[C:26]([N:31]2[C:35]([C:36](Cl)=[O:37])=[CH:34][C:33]([C:39]([F:42])([F:41])[F:40])=[N:32]2)=[N:27][CH:28]=[CH:29][CH:30]=1. The catalyst is ClCCl. The product is [Cl:24][C:25]1[C:26]([N:31]2[C:35]([C:36]([NH:7][C:8]3[C:9]([C:10](=[O:11])[N:12]=[S:13]([CH2:14][CH3:15])[CH2:16][CH3:17])=[CH:18][C:19]([Cl:23])=[CH:20][C:21]=3[Cl:22])=[O:37])=[CH:34][C:33]([C:39]([F:42])([F:40])[F:41])=[N:32]2)=[N:27][CH:28]=[CH:29][CH:30]=1. The yield is 0.680. (2) The reactants are [CH2:1]([OH:19])[CH2:2][CH2:3][CH2:4][CH2:5][CH2:6][CH2:7][CH2:8]/[CH:9]=[CH:10]\[CH2:11]/[CH:12]=[CH:13]\[CH2:14][CH2:15][CH2:16][CH2:17][CH3:18].C(N(CC)CC)C.[CH3:27][S:28](Cl)(=[O:30])=[O:29]. The yield is 0.970. The product is [S:28]([O:19][CH2:1][CH2:2][CH2:3][CH2:4][CH2:5][CH2:6][CH2:7][CH2:8]/[CH:9]=[CH:10]\[CH2:11]/[CH:12]=[CH:13]\[CH2:14][CH2:15][CH2:16][CH2:17][CH3:18])(=[O:30])(=[O:29])[CH3:27]. The catalyst is C(Cl)Cl. (3) The reactants are [NH2:1][CH2:2][C@@H:3]1[C@H:6]([NH:7][C:8](=[O:35])/[C:9](=[N:23]\[O:24][C:25]([CH3:34])([CH3:33])[C:26]([O:28][C:29]([CH3:32])([CH3:31])[CH3:30])=[O:27])/[C:10]2[N:11]=[C:12]([NH:15][C:16]([O:18][C:19]([CH3:22])([CH3:21])[CH3:20])=[O:17])[S:13][CH:14]=2)[C:5](=[O:36])[NH:4]1.[CH2:37]([O:44][CH2:45][C@H:46]1[CH2:48][O:47]1)[C:38]1[CH:43]=[CH:42][CH:41]=[CH:40][CH:39]=1. The catalyst is C(Cl)Cl. The product is [CH2:37]([O:44][CH2:45][C@H:46]([OH:47])[CH2:48][NH:1][CH2:2][C@@H:3]1[C@H:6]([NH:7][C:8](=[O:35])/[C:9](=[N:23]\[O:24][C:25]([CH3:34])([CH3:33])[C:26]([O:28][C:29]([CH3:32])([CH3:31])[CH3:30])=[O:27])/[C:10]2[N:11]=[C:12]([NH:15][C:16]([O:18][C:19]([CH3:22])([CH3:21])[CH3:20])=[O:17])[S:13][CH:14]=2)[C:5](=[O:36])[NH:4]1)[C:38]1[CH:43]=[CH:42][CH:41]=[CH:40][CH:39]=1. The yield is 0.480. (4) The reactants are [Cl:1][C:2]1[CH:3]=[C:4]([S:8]([N:11]2[CH:15]=[C:14]3[CH:16]([NH:19][CH3:20])[CH2:17][CH2:18][C:13]3=[C:12]2[C:21]2[CH:26]=[CH:25][CH:24]=[CH:23][C:22]=2[F:27])(=[O:10])=[O:9])[CH:5]=[CH:6][CH:7]=1.[C:28](=[O:48])(OC1C=CC([N+]([O-])=O)=CC=1)[O:29][CH2:30][C:31]1[O:32][C:33](=[O:37])[O:34][C:35]=1[CH3:36].O. The catalyst is CN(C)C=O. The product is [Cl:1][C:2]1[CH:3]=[C:4]([S:8]([N:11]2[CH:15]=[C:14]3[CH:16]([N:19]([CH3:20])[C:28](=[O:48])[O:29][CH2:30][C:31]4[O:32][C:33](=[O:37])[O:34][C:35]=4[CH3:36])[CH2:17][CH2:18][C:13]3=[C:12]2[C:21]2[CH:26]=[CH:25][CH:24]=[CH:23][C:22]=2[F:27])(=[O:10])=[O:9])[CH:5]=[CH:6][CH:7]=1. The yield is 0.346. (5) The reactants are [CH2:1]([S:3]([C:6]1[CH:7]=[C:8]([C:20]#[N:21])[C:9]([C:12]2[CH:17]=[C:16]([OH:18])[CH:15]=[CH:14][C:13]=2[F:19])=[CH:10][CH:11]=1)(=[O:5])=[O:4])[CH3:2].[S:22](O[S:22]([C:25]([F:28])([F:27])[F:26])(=[O:24])=[O:23])([C:25]([F:28])([F:27])[F:26])(=[O:24])=[O:23]. The catalyst is C(Cl)Cl. The product is [F:26][C:25]([F:28])([F:27])[S:22]([O:18][C:16]1[CH:17]=[C:12]([C:9]2[CH:10]=[CH:11][C:6]([S:3]([CH2:1][CH3:2])(=[O:4])=[O:5])=[CH:7][C:8]=2[C:20]#[N:21])[C:13]([F:19])=[CH:14][CH:15]=1)(=[O:24])=[O:23]. The yield is 0.820. (6) The reactants are [OH:1][C:2]1[C:7]([CH3:8])=[C:6]([CH3:9])[C:5]([C:10]2[CH:15]=[CH:14][CH:13]=[C:12]([CH:16]=[O:17])[CH:11]=2)=[C:4]([CH3:18])[C:3]=1[CH3:19].CO.[BH4-].[Na+].Cl. The catalyst is O1CCCC1. The product is [OH:17][CH2:16][C:12]1[CH:11]=[C:10]([C:5]2[C:4]([CH3:18])=[C:3]([CH3:19])[C:2]([OH:1])=[C:7]([CH3:8])[C:6]=2[CH3:9])[CH:15]=[CH:14][CH:13]=1. The yield is 0.930.